From a dataset of Forward reaction prediction with 1.9M reactions from USPTO patents (1976-2016). Predict the product of the given reaction. (1) Given the reactants [O:1]1[CH:5]=[CH:4][CH2:3][CH2:2]1.N1C=CC=CC=1.[Cl:12][C:13]([Cl:18])([Cl:17])[C:14](Cl)=[O:15].C([O-])(O)=O.[Na+], predict the reaction product. The product is: [Cl:12][C:13]([Cl:18])([Cl:17])[C:14]([C:4]1[CH2:3][CH2:2][O:1][CH:5]=1)=[O:15]. (2) Given the reactants [CH3:1][C:2]#[C:3][CH2:4][N:5]1[C:9]([N:10]2[CH2:15][C@H:14]([NH2:16])[CH2:13][CH2:12][CH2:11]2)=[N:8][C:7]2[N:17]([CH3:35])[C:18]([N:20]([CH2:23][C:24]3[N:25]=[C:26]([CH3:34])[C:27]4[CH:28]=[CH:29][CH:30]=[CH:31][C:32]=4[N:33]=3)[C:21](=[O:22])[C:6]1=2)=[O:19].[C:36]([OH:44])(=[O:43])[C:37]1[CH:42]=[CH:41][CH:40]=[CH:39][CH:38]=1, predict the reaction product. The product is: [CH3:1][C:2]#[C:3][CH2:4][N:5]1[C:9]([N:10]2[CH2:15][C@H:14]([NH2:16])[CH2:13][CH2:12][CH2:11]2)=[N:8][C:7]2[N:17]([CH3:35])[C:18]([N:20]([CH2:23][C:24]3[N:25]=[C:26]([CH3:34])[C:27]4[CH:28]=[CH:29][CH:30]=[CH:31][C:32]=4[N:33]=3)[C:21](=[O:22])[C:6]1=2)=[O:19].[C:36]([O-:44])(=[O:43])[C:37]1[CH:42]=[CH:41][CH:40]=[CH:39][CH:38]=1. (3) Given the reactants [CH2:1]([C:3]([C:23]1[CH:36]=[CH:35][C:26]([O:27][CH2:28][C@H:29]2[O:33][C:32](=[O:34])[CH2:31][CH2:30]2)=[C:25]([CH3:37])[CH:24]=1)([C:6]1[CH:11]=[CH:10][C:9](/[CH:12]=[CH:13]/[C:14]([CH2:18][CH3:19])([OH:17])[CH2:15][CH3:16])=[C:8]([CH2:20][CH2:21][CH3:22])[CH:7]=1)[CH2:4][CH3:5])[CH3:2].C1C[O:41]CC1, predict the reaction product. The product is: [CH2:4]([C:3]([C:23]1[CH:36]=[CH:35][C:26]([O:27][CH2:28][C@@H:29]([OH:41])[CH2:30][CH2:31][C:32]([OH:33])=[O:34])=[C:25]([CH3:37])[CH:24]=1)([C:6]1[CH:11]=[CH:10][C:9](/[CH:12]=[CH:13]/[C:14]([CH2:18][CH3:19])([OH:17])[CH2:15][CH3:16])=[C:8]([CH2:20][CH2:21][CH3:22])[CH:7]=1)[CH2:1][CH3:2])[CH3:5]. (4) Given the reactants [N:1]([C:4]1[CH:9]=[CH:8][N:7]=[C:6]2[NH:10][CH:11]=[CH:12][C:5]=12)=[N+:2]=[N-:3].[H-].[Na+].Cl[CH2:16][O:17][CH2:18][CH2:19][Si:20]([CH3:23])([CH3:22])[CH3:21].O, predict the reaction product. The product is: [N:1]([C:4]1[CH:9]=[CH:8][N:7]=[C:6]2[N:10]([CH2:16][O:17][CH2:18][CH2:19][Si:20]([CH3:23])([CH3:22])[CH3:21])[CH:11]=[CH:12][C:5]=12)=[N+:2]=[N-:3]. (5) Given the reactants [CH2:1]([C:5]1([CH2:39][CH2:40][CH2:41][CH3:42])[NH:11][CH:10]([C:12]2[CH:17]=[CH:16][CH:15]=[CH:14][CH:13]=2)[C:9]2[CH:18]=[C:19]([O:35][CH3:36])[C:20]([CH2:22][NH:23][CH:24]([CH2:30][C:31]([O:33]C)=[O:32])[CH2:25][C:26]([O:28]C)=[O:27])=[CH:21][C:8]=2[S:7](=[O:38])(=[O:37])[CH2:6]1)[CH2:2][CH2:3][CH3:4].[Li+].[OH-], predict the reaction product. The product is: [CH2:1]([C:5]1([CH2:39][CH2:40][CH2:41][CH3:42])[NH:11][CH:10]([C:12]2[CH:13]=[CH:14][CH:15]=[CH:16][CH:17]=2)[C:9]2[CH:18]=[C:19]([O:35][CH3:36])[C:20]([CH2:22][NH:23][CH:24]([CH2:30][C:31]([OH:33])=[O:32])[CH2:25][C:26]([OH:28])=[O:27])=[CH:21][C:8]=2[S:7](=[O:37])(=[O:38])[CH2:6]1)[CH2:2][CH2:3][CH3:4]. (6) Given the reactants [CH2:1]([O:6][C:7]1[CH:12]=[CH:11][C:10]([C:13](=[O:27])[CH2:14][C:15]([C:17]2[CH:26]=[CH:25][C:20]([C:21]([O:23]C)=[O:22])=[CH:19][CH:18]=2)=O)=[CH:9][CH:8]=1)[CH2:2][CH2:3][CH2:4][CH3:5].[OH-].[Na+].Cl.[NH2:31]O.Cl, predict the reaction product. The product is: [CH2:1]([O:6][C:7]1[CH:12]=[CH:11][C:10]([C:13]2[O:27][N:31]=[C:15]([C:17]3[CH:26]=[CH:25][C:20]([C:21]([OH:23])=[O:22])=[CH:19][CH:18]=3)[CH:14]=2)=[CH:9][CH:8]=1)[CH2:2][CH2:3][CH2:4][CH3:5]. (7) Given the reactants [OH:1][C:2]([CH3:7])([CH3:6])[C:3](O)=[O:4].[Cl:8][C:9]1[CH:10]=[C:11]([NH:23][C:24]2[C:33]3[C:28](=[CH:29][CH:30]=[CH:31][C:32]=3[O:34][C@H:35]([CH3:39])[CH2:36][NH:37][CH3:38])[N:27]=[CH:26][N:25]=2)[CH:12]=[CH:13][C:14]=1[O:15][CH2:16][C:17]1[CH:22]=[CH:21][CH:20]=[CH:19][N:18]=1, predict the reaction product. The product is: [Cl:8][C:9]1[CH:10]=[C:11]([NH:23][C:24]2[C:33]3[C:28](=[CH:29][CH:30]=[CH:31][C:32]=3[O:34][C@H:35]([CH3:39])[CH2:36][N:37]([CH3:38])[C:3](=[O:4])[C:2]([OH:1])([CH3:7])[CH3:6])[N:27]=[CH:26][N:25]=2)[CH:12]=[CH:13][C:14]=1[O:15][CH2:16][C:17]1[CH:22]=[CH:21][CH:20]=[CH:19][N:18]=1.